The task is: Predict the product of the given reaction.. This data is from Forward reaction prediction with 1.9M reactions from USPTO patents (1976-2016). (1) The product is: [CH2:14]([S:16][C:17]1[CH:25]=[CH:24][CH:23]=[CH:22][C:18]=1[C:19]1[N:2]([CH3:1])[C:3]2=[N:4][C:5]([C:10]([F:11])([F:12])[F:13])=[CH:6][CH:7]=[C:8]2[N:9]=1)[CH3:15]. Given the reactants [CH3:1][NH:2][C:3]1[C:8]([NH2:9])=[CH:7][CH:6]=[C:5]([C:10]([F:13])([F:12])[F:11])[N:4]=1.[CH2:14]([S:16][C:17]1[CH:25]=[CH:24][CH:23]=[CH:22][C:18]=1[C:19](O)=O)[CH3:15].CCN=C=NCCCN(C)C.N1C=CC=CC=1, predict the reaction product. (2) Given the reactants [Cl:1][C:2]1[CH:3]=[C:4]([C:8]2[C:17]3[C:12](=[CH:13][CH:14]=[C:15]([CH:18](Cl)[C:19]4[S:20][CH:21]=[C:22]([C:24]5[CH:29]=[CH:28][CH:27]=[CH:26][CH:25]=5)[N:23]=4)[CH:16]=3)[NH:11][C:10](=[O:31])[C:9]=2[C:32]([O:34][CH2:35][CH3:36])=[O:33])[CH:5]=[CH:6][CH:7]=1.[C:37]1([C:43]2[NH:44][CH:45]=[CH:46][N:47]=2)[CH:42]=[CH:41][CH:40]=[CH:39][CH:38]=1.C([O-])([O-])=O.[K+].[K+], predict the reaction product. The product is: [Cl:1][C:2]1[CH:3]=[C:4]([C:8]2[C:17]3[C:12](=[CH:13][CH:14]=[C:15]([CH:18]([N:44]4[CH:45]=[CH:46][N:47]=[C:43]4[C:37]4[CH:42]=[CH:41][CH:40]=[CH:39][CH:38]=4)[C:19]4[S:20][CH:21]=[C:22]([C:24]5[CH:25]=[CH:26][CH:27]=[CH:28][CH:29]=5)[N:23]=4)[CH:16]=3)[NH:11][C:10](=[O:31])[C:9]=2[C:32]([O:34][CH2:35][CH3:36])=[O:33])[CH:5]=[CH:6][CH:7]=1. (3) The product is: [F:21][C:20]1[C:14]2[O:13][C:12]([CH2:8][CH2:9][C:10]#[C:11][C:2]3[CH:7]=[CH:6][CH:5]=[CH:4][N:3]=3)=[N:16][C:15]=2[CH:17]=[CH:18][CH:19]=1. Given the reactants Br[C:2]1[CH:7]=[CH:6][CH:5]=[CH:4][N:3]=1.[CH2:8]([C:12]1[O:13][C:14]2[C:20]([F:21])=[CH:19][CH:18]=[CH:17][C:15]=2[N:16]=1)[CH2:9][C:10]#[CH:11], predict the reaction product. (4) Given the reactants [Cl:1][C:2]1[CH:7]=[C:6]([Cl:8])[CH:5]=[CH:4][C:3]=1[CH:9]([CH3:23])[C:10]([C:16]1[CH:21]=[CH:20][NH:19][C:18](=[O:22])[CH:17]=1)([OH:15])[C:11]([F:14])([F:13])[F:12].[CH3:24][O:25][C:26](=[O:29])[CH2:27]Br, predict the reaction product. The product is: [CH3:24][O:25][C:26](=[O:29])[CH2:27][O:22][C:18]1[CH:17]=[C:16]([C:10]([OH:15])([C:11]([F:14])([F:13])[F:12])[CH:9]([C:3]2[CH:4]=[CH:5][C:6]([Cl:8])=[CH:7][C:2]=2[Cl:1])[CH3:23])[CH:21]=[CH:20][N:19]=1. (5) Given the reactants Cl[C:2]1[N:7]=[C:6]([CH:8]=[CH2:9])[CH:5]=[CH:4][N:3]=1.[NH2:10][C:11]1[CH:12]=[C:13]([C:18]2[S:22][C:21]([C:23]3([OH:27])[CH2:26][CH2:25][CH2:24]3)=[N:20][CH:19]=2)[CH:14]=[C:15]([CH3:17])[CH:16]=1.CC1(C)C2C(=C(P(C3C=CC=CC=3)C3C=CC=CC=3)C=CC=2)OC2C(P(C3C=CC=CC=3)C3C=CC=CC=3)=CC=CC1=2.C(=O)([O-])[O-].[Cs+].[Cs+], predict the reaction product. The product is: [CH:8]([C:6]1[CH:5]=[CH:4][N:3]=[C:2]([NH:10][C:11]2[CH:12]=[C:13]([C:18]3[S:22][C:21]([C:23]4([OH:27])[CH2:26][CH2:25][CH2:24]4)=[N:20][CH:19]=3)[CH:14]=[C:15]([CH3:17])[CH:16]=2)[N:7]=1)=[CH2:9]. (6) Given the reactants CC([N:5]([CH2:9][C:10]1[CH:15]=[CH:14][C:13]([CH2:16][N:17]2[C:25]3[C:20](=[C:21]([O:26][CH3:27])[CH:22]=[CH:23][CH:24]=3)[C:19]([NH:28][S:29]([C:32]3[S:33][C:34]([Cl:37])=[CH:35][CH:36]=3)(=[O:31])=[O:30])=[N:18]2)=[CH:12][CH:11]=1)[C:6](=[O:8])[O-:7])(C)C.Cl, predict the reaction product. The product is: [CH:6]([OH:8])=[O:7].[NH2:5][CH2:9][C:10]1[CH:11]=[CH:12][C:13]([CH2:16][N:17]2[C:25]3[C:20](=[C:21]([O:26][CH3:27])[CH:22]=[CH:23][CH:24]=3)[C:19]([NH:28][S:29]([C:32]3[S:33][C:34]([Cl:37])=[CH:35][CH:36]=3)(=[O:31])=[O:30])=[N:18]2)=[CH:14][CH:15]=1.